From a dataset of NCI-60 drug combinations with 297,098 pairs across 59 cell lines. Regression. Given two drug SMILES strings and cell line genomic features, predict the synergy score measuring deviation from expected non-interaction effect. (1) Drug 1: C1=CC(=CC=C1CC(C(=O)O)N)N(CCCl)CCCl.Cl. Drug 2: CC1C(C(CC(O1)OC2CC(CC3=C2C(=C4C(=C3O)C(=O)C5=C(C4=O)C(=CC=C5)OC)O)(C(=O)CO)O)N)O.Cl. Cell line: SK-MEL-28. Synergy scores: CSS=39.5, Synergy_ZIP=-1.01, Synergy_Bliss=-2.37, Synergy_Loewe=-28.1, Synergy_HSA=-3.97. (2) Drug 1: CCC1(C2=C(COC1=O)C(=O)N3CC4=CC5=C(C=CC(=C5CN(C)C)O)N=C4C3=C2)O.Cl. Drug 2: CC12CCC3C(C1CCC2OP(=O)(O)O)CCC4=C3C=CC(=C4)OC(=O)N(CCCl)CCCl.[Na+]. Cell line: IGROV1. Synergy scores: CSS=13.0, Synergy_ZIP=-7.25, Synergy_Bliss=-1.65, Synergy_Loewe=-12.6, Synergy_HSA=-1.20. (3) Drug 1: C1=C(C(=O)NC(=O)N1)F. Drug 2: CC1CCCC2(C(O2)CC(NC(=O)CC(C(C(=O)C(C1O)C)(C)C)O)C(=CC3=CSC(=N3)C)C)C. Cell line: M14. Synergy scores: CSS=41.3, Synergy_ZIP=5.55, Synergy_Bliss=4.78, Synergy_Loewe=3.13, Synergy_HSA=2.98. (4) Drug 1: COC1=CC(=CC(=C1O)OC)C2C3C(COC3=O)C(C4=CC5=C(C=C24)OCO5)OC6C(C(C7C(O6)COC(O7)C8=CC=CS8)O)O. Drug 2: C1=NC2=C(N=C(N=C2N1C3C(C(C(O3)CO)O)F)Cl)N. Cell line: LOX IMVI. Synergy scores: CSS=56.9, Synergy_ZIP=-1.15, Synergy_Bliss=-1.93, Synergy_Loewe=-1.15, Synergy_HSA=-0.180. (5) Synergy scores: CSS=18.6, Synergy_ZIP=-1.23, Synergy_Bliss=-2.80, Synergy_Loewe=0.220, Synergy_HSA=-1.04. Cell line: ACHN. Drug 1: CC1C(C(CC(O1)OC2CC(OC(C2O)C)OC3=CC4=CC5=C(C(=O)C(C(C5)C(C(=O)C(C(C)O)O)OC)OC6CC(C(C(O6)C)O)OC7CC(C(C(O7)C)O)OC8CC(C(C(O8)C)O)(C)O)C(=C4C(=C3C)O)O)O)O. Drug 2: CC(C)CN1C=NC2=C1C3=CC=CC=C3N=C2N. (6) Drug 1: C1=NC2=C(N=C(N=C2N1C3C(C(C(O3)CO)O)O)F)N. Drug 2: C1CN1C2=NC(=NC(=N2)N3CC3)N4CC4. Cell line: NCIH23. Synergy scores: CSS=55.2, Synergy_ZIP=-3.04, Synergy_Bliss=1.92, Synergy_Loewe=-16.2, Synergy_HSA=1.90.